Dataset: Forward reaction prediction with 1.9M reactions from USPTO patents (1976-2016). Task: Predict the product of the given reaction. Given the reactants [Cl:1][CH2:2][CH2:3][CH2:4][O:5][C:6]1[CH:14]=[CH:13][C:9]([C:10]([OH:12])=O)=[CH:8][CH:7]=1.C(Cl)(=O)C(Cl)=O.[H-].[Na+].[NH2:23][C:24]1[CH:25]=[N:26][CH:27]=[CH:28][C:29]=1[Cl:30], predict the reaction product. The product is: [Cl:1][CH2:2][CH2:3][CH2:4][O:5][C:6]1[CH:7]=[CH:8][C:9]([C:10]([NH:23][C:24]2[CH:25]=[N:26][CH:27]=[CH:28][C:29]=2[Cl:30])=[O:12])=[CH:13][CH:14]=1.